Dataset: Experimentally validated miRNA-target interactions with 360,000+ pairs, plus equal number of negative samples. Task: Binary Classification. Given a miRNA mature sequence and a target amino acid sequence, predict their likelihood of interaction. (1) The miRNA is mmu-miR-511-3p with sequence AAUGUGUAGCAAAAGACAGGAU. The protein sequence of the target gene is MEEAGGPMARAKARVVSATLTWRQRPPTQEEIKHGFHKVSLVSGAQMEAPQKEMFEFSRREEVEVNGFATQEEETVNCQGPRDTAGSKNFQSHGPIFSKKYIPPPKEKRPEGRLKEAVDQSDGSRQAPRTEPPCVGAMARTELLVPLPGPREPSPHPGVGLTSGSSRSLEEYRVTRTVRTTTVVGGHVDRRMSSSVTVRPVSSGEALPRGRQVSRMVPPVVVGSPPGSPSRSQAVKVLSNLVPAGHSPPASHLPRPTAGGPRSTGLGSTVGAALRQLPETGTAELKDSSALASTGIPASA.... Result: 0 (no interaction). (2) The miRNA is hsa-miR-6781-3p with sequence UGCCUCUUUUCCACGGCCUCAG. The protein sequence of the target gene is MHSSNPKVRSSPSGNTQSSPKSKQEVMVRPPTVMSPSGNPQLDSKFSNQGKQGGSASQSQPSPCDSKSGGHTPKALPGPGGSMGLKNGAGNGAKGKGKRERSISADSFDQRDPGTPNDDSDIKECNSADHIKSQDSQHTPHSMTPSNATAPRSSTPSHGQTTATEPTPAQKTPAKVVYVFSTEMANKAAEAVLKGQVETIVSFHIQNISNNKTERSTAPLNTQISALRNDPKPLPQQPPAPANQDQNSSQNTRLQPTPPIPAPAPKPAAPPRPLDRESPGVENKLIPSVGSPASSTPLPP.... Result: 0 (no interaction).